This data is from Catalyst prediction with 721,799 reactions and 888 catalyst types from USPTO. The task is: Predict which catalyst facilitates the given reaction. (1) Product: [C:1]([C:3]1[CH:4]=[C:5]([C:13]2[O:17][N:16]=[C:15]([C:18]3[CH:26]=[CH:25][CH:24]=[C:23]4[C:19]=3[CH2:20][CH2:21][C@@H:22]4[NH:27][S:28]([CH2:31][C:32]([N:50]([CH3:51])[CH3:49])=[O:33])(=[O:29])=[O:30])[N:14]=2)[CH:6]=[CH:7][C:8]=1[O:9][CH:10]([CH3:12])[CH3:11])#[N:2]. Reactant: [C:1]([C:3]1[CH:4]=[C:5]([C:13]2[O:17][N:16]=[C:15]([C:18]3[CH:26]=[CH:25][CH:24]=[C:23]4[C:19]=3[CH2:20][CH2:21][C@@H:22]4[NH:27][S:28]([CH2:31][C:32](O)=[O:33])(=[O:30])=[O:29])[N:14]=2)[CH:6]=[CH:7][C:8]=1[O:9][CH:10]([CH3:12])[CH3:11])#[N:2].ON1C2C=CC=CC=2N=N1.C(Cl)CCl.[CH3:49][NH:50][CH3:51]. The catalyst class is: 18. (2) Reactant: [O:1]([C:8]1[CH:13]=[CH:12][CH:11]=[CH:10][C:9]=1[NH:14][S:15]([C:18]1[CH:26]=[CH:25][C:21]([C:22](O)=[O:23])=[CH:20][CH:19]=1)(=[O:17])=[O:16])[C:2]1[CH:7]=[CH:6][CH:5]=[CH:4][CH:3]=1.C(N(CC)CC)C.CN(C(ON1N=NC2C=CC=CC1=2)=[N+](C)C)C.F[P-](F)(F)(F)(F)F.[CH3:58][O:59][C:60](=[O:64])[C@H:61]([NH2:63])[CH3:62]. Product: [CH3:58][O:59][C:60](=[O:64])[C@H:61]([NH:63][C:22](=[O:23])[C:21]1[CH:25]=[CH:26][C:18]([S:15](=[O:17])(=[O:16])[NH:14][C:9]2[CH:10]=[CH:11][CH:12]=[CH:13][C:8]=2[O:1][C:2]2[CH:3]=[CH:4][CH:5]=[CH:6][CH:7]=2)=[CH:19][CH:20]=1)[CH3:62]. The catalyst class is: 9. (3) Reactant: [Br:1][C:2]1[CH:7]=[CH:6][C:5]([NH:8][C:9]([C:11]2[C:36]([O:37][CH2:38][CH:39]([F:41])[F:40])=[CH:35][C:14]3[N:15]([CH3:34])[C:16]([NH:18][C:19]4[CH:24]=[C:23]([CH2:25][NH:26][S:27]([C:29]([CH3:32])([CH3:31])[CH3:30])=[O:28])[CH:22]=[CH:21][C:20]=4[Cl:33])=[N:17][C:13]=3[CH:12]=2)=[O:10])=[CH:4][CH:3]=1.ClC1C=C(C=CC=1)C(OO)=[O:47]. Product: [Br:1][C:2]1[CH:7]=[CH:6][C:5]([NH:8][C:9]([C:11]2[C:36]([O:37][CH2:38][CH:39]([F:41])[F:40])=[CH:35][C:14]3[N:15]([CH3:34])[C:16]([NH:18][C:19]4[CH:24]=[C:23]([CH2:25][NH:26][S:27]([C:29]([CH3:31])([CH3:32])[CH3:30])(=[O:47])=[O:28])[CH:22]=[CH:21][C:20]=4[Cl:33])=[N:17][C:13]=3[CH:12]=2)=[O:10])=[CH:4][CH:3]=1. The catalyst class is: 2. (4) Reactant: [CH3:1][C@H:2]1[NH:7][C@@H:6]([CH3:8])[CH2:5][N:4]([C:9]2[CH:14]=[CH:13][N:12]=[C:11]([N:15]=C(C3C=CC=CC=3)C3C=CC=CC=3)[CH:10]=2)[CH2:3]1.Cl. Product: [CH3:1][C@H:2]1[NH:7][C@@H:6]([CH3:8])[CH2:5][N:4]([C:9]2[CH:14]=[CH:13][N:12]=[C:11]([NH2:15])[CH:10]=2)[CH2:3]1. The catalyst class is: 30. (5) Reactant: [CH2:1]([O:8][C@@H:9]1[CH2:13][N:12]([CH:14]2[CH2:19][CH2:18][N:17]([C:20]3[CH:21]=[N:22][C:23]([O:26][CH3:27])=[CH:24][CH:25]=3)[CH2:16][CH2:15]2)[CH2:11][C@H:10]1[NH:28][C:29](=[O:44])[CH2:30][NH:31][C:32](=[O:43])[C:33]1[CH:38]=[CH:37][CH:36]=[C:35]([C:39]([F:42])([F:41])[F:40])[CH:34]=1)C1C=CC=CC=1.BrC[C:47]([O:49][CH2:50][C:51]1[CH:56]=[CH:55][CH:54]=[CH:53][CH:52]=1)=[O:48].C(Br)C1C=CC=CC=1.C(NC(=O)[O-])C1C=CC=CC=1. Product: [CH3:27][O:26][C:23]1[N:22]=[CH:21][C:20]([N:17]2[CH2:16][CH2:15][CH:14]([N:12]3[CH2:11][C@@H:10]([NH:28][C:29](=[O:44])[CH2:30][NH:31][C:32](=[O:43])[C:33]4[CH:38]=[CH:37][CH:36]=[C:35]([C:39]([F:40])([F:42])[F:41])[CH:34]=4)[C@H:9]([O:8][CH2:1][C:47]([O:49][CH2:50][C:51]4[CH:56]=[CH:55][CH:54]=[CH:53][CH:52]=4)=[O:48])[CH2:13]3)[CH2:19][CH2:18]2)=[CH:25][CH:24]=1. The catalyst class is: 19. (6) Reactant: C(NC(C)C)(C)C.C([Li])CCC.[F:13][C:14]1[CH:19]=[CH:18][C:17]([CH:20]([CH2:23][C:24]2[CH:29]=[CH:28][CH:27]=[CH:26][CH:25]=2)[C:21]#[N:22])=[CH:16][C:15]=1[O:30][CH3:31].[CH3:32][CH2:33][O:34][C:35](C)=[O:36]. Product: [CH2:33]([O:34][C:35](=[O:36])[C:20]([CH2:23][C:24]1[CH:25]=[CH:26][CH:27]=[CH:28][CH:29]=1)([C:21]#[N:22])[C:17]1[CH:18]=[CH:19][C:14]([F:13])=[C:15]([O:30][CH3:31])[CH:16]=1)[CH3:32]. The catalyst class is: 1. (7) Reactant: [H][H].[C:3]1([CH:9]=[CH:10][CH:11]=[CH:12][C:13]2[CH:18]=[CH:17][CH:16]=[CH:15][CH:14]=2)[CH:8]=[CH:7][CH:6]=[CH:5][CH:4]=1. Product: [C:3]1([CH2:9][CH2:10][CH2:11][CH2:12][C:13]2[CH:14]=[CH:15][CH:16]=[CH:17][CH:18]=2)[CH:8]=[CH:7][CH:6]=[CH:5][CH:4]=1. The catalyst class is: 1. (8) Reactant: [C:1]1([CH3:19])[CH:6]=[CH:5][C:4]([S:7]([N:10]2[CH2:15][CH2:14][S:13][CH2:12][C@H:11]2[C:16]([OH:18])=O)(=[O:9])=[O:8])=[CH:3][CH:2]=1.Cl.[CH2:21]([O:23][C:24](=[O:31])[C@H:25]([CH2:27][CH:28]([CH3:30])[CH3:29])[NH2:26])[CH3:22].C1CCC(N=C=NC2CCCCC2)CC1. Product: [CH2:21]([O:23][C:24](=[O:31])[C@@H:25]([NH:26][C:16]([C@@H:11]1[CH2:12][S:13][CH2:14][CH2:15][N:10]1[S:7]([C:4]1[CH:3]=[CH:2][C:1]([CH3:19])=[CH:6][CH:5]=1)(=[O:8])=[O:9])=[O:18])[CH2:27][CH:28]([CH3:29])[CH3:30])[CH3:22]. The catalyst class is: 79.